From a dataset of Reaction yield outcomes from USPTO patents with 853,638 reactions. Predict the reaction yield, written as a fraction of the theoretical maximum amount of product (1.0 means a 100% yield; for example, 0.34 means a 34% yield). The yield is 0.490. The product is [C:32]([C@@H:30]1[CH2:31][C@H:28]([N:18]2[C:17](=[O:38])[C:16]([CH2:15][C:12]3[CH:13]=[CH:14][C:9]([C:4]4[C:3]([C:1]#[N:2])=[CH:8][CH:7]=[CH:6][CH:5]=4)=[CH:10][CH:11]=3)=[C:21]([CH2:22][CH2:23][CH3:24])[N:20]3[N:25]=[CH:26][N:27]=[C:19]23)[CH2:29]1)(=[O:34])[CH3:42]. The reactants are [C:1]([C:3]1[CH:8]=[CH:7][CH:6]=[CH:5][C:4]=1[C:9]1[CH:14]=[CH:13][C:12]([CH2:15][C:16]2[C:17](=[O:38])[N:18]([CH:28]3[CH2:31][CH:30]([C:32]([O:34]CCC)=O)[CH2:29]3)[C:19]3[N:20]([N:25]=[CH:26][N:27]=3)[C:21]=2[CH2:22][CH2:23][CH3:24])=[CH:11][CH:10]=1)#[N:2].[OH-].[Na+].Cl.[CH3:42][Mg]Br.[Cl-].[NH4+]. The catalyst is O1CCCC1.O.CO.